This data is from Catalyst prediction with 721,799 reactions and 888 catalyst types from USPTO. The task is: Predict which catalyst facilitates the given reaction. (1) Reactant: [C:1]([C:4]1[CH:5]=[C:6]([Cl:20])[C:7]([CH3:19])=[C:8]([C:17]#[N:18])[C:9]=1[C:10]1[CH:15]=[CH:14][CH:13]=[C:12]([F:16])[CH:11]=1)(=[O:3])[CH3:2].[OH-:21].[K+].Cl. Product: [C:1]([C:4]1[CH:5]=[C:6]([Cl:20])[C:7]([CH3:19])=[C:8]([C:17]([NH2:18])=[O:21])[C:9]=1[C:10]1[CH:15]=[CH:14][CH:13]=[C:12]([F:16])[CH:11]=1)(=[O:3])[CH3:2]. The catalyst class is: 8. (2) Reactant: [Cl:1][C:2]1[CH:3]=[C:4]([OH:9])[CH:5]=[CH:6][C:7]=1[Cl:8].[Br:10][CH2:11][CH2:12][CH2:13]Br.C(=O)([O-])[O-].[K+].[K+]. Product: [Br:10][CH2:11][CH2:12][CH2:13][O:9][C:4]1[CH:5]=[CH:6][C:7]([Cl:8])=[C:2]([Cl:1])[CH:3]=1. The catalyst class is: 10. (3) Reactant: [CH2:1]([O:8][C:9]1[CH:10]=[C:11]([CH2:17][C:18](=O)[CH:19]([CH3:21])[CH3:20])[CH:12]=[CH:13][C:14]=1[O:15][CH3:16])[C:2]1[CH:7]=[CH:6][CH:5]=[CH:4][CH:3]=1.[BH3-]C#[N:25].[Na+]. Product: [CH2:1]([O:8][C:9]1[CH:10]=[C:11]([CH2:17][CH:18]([NH2:25])[CH:19]([CH3:21])[CH3:20])[CH:12]=[CH:13][C:14]=1[O:15][CH3:16])[C:2]1[CH:7]=[CH:6][CH:5]=[CH:4][CH:3]=1. The catalyst class is: 5. (4) Reactant: [CH3:1][C:2]1[CH:7]=[CH:6][CH:5]=[CH:4][C:3]=1[N:8]1[CH2:13][CH2:12][NH:11][CH2:10][C:9]1=[O:14].C(N(CC)CC)C.[Cl:22][C:23]1[C:31]([Cl:32])=[CH:30][CH:29]=[CH:28][C:24]=1[C:25](Cl)=[O:26]. Product: [Cl:22][C:23]1[C:31]([Cl:32])=[CH:30][CH:29]=[CH:28][C:24]=1[C:25]([N:11]1[CH2:12][CH2:13][N:8]([C:3]2[CH:4]=[CH:5][CH:6]=[CH:7][C:2]=2[CH3:1])[C:9](=[O:14])[CH2:10]1)=[O:26]. The catalyst class is: 4. (5) Reactant: [OH:1][C@H:2]1[CH2:6][NH:5][C@@H:4]([C:7]([OH:9])=[O:8])[CH2:3]1.[OH-].[Na+].[CH3:12][C:13]([O:16][C:17](O[C:17]([O:16][C:13]([CH3:15])([CH3:14])[CH3:12])=[O:18])=[O:18])([CH3:15])[CH3:14].C(O)(=O)CC(CC(O)=O)(C(O)=O)O. Product: [C:13]([O:16][C:17]([N:5]1[CH2:6][C@H:2]([OH:1])[CH2:3][C@@H:4]1[C:7]([OH:9])=[O:8])=[O:18])([CH3:15])([CH3:14])[CH3:12]. The catalyst class is: 20. (6) Reactant: F[C:2]1[C:3](=S)[NH:4][C:5](=O)[NH:6][CH:7]=1.F[C:11]1[C:12](=O)[NH:13]C(=O)[NH:15][CH:16]=1.FC1C=NC(=O)NC=1.C[S:28]([C:31]1N=CC(F)=CN=1)(=[O:30])=[O:29].P(Cl)(Cl)(Cl)=O.C[S-].[Na+].Cl[C:47]1[CH:52]=[CH:51][CH:50]=[C:49](C(OO)=O)[CH:48]=1.NN.O.NN.CS(C1N=CC(NN)=CN=1)(=O)=O.[F:74][C:75]([F:88])([F:87])C(=O)CC(C1C=CC=CC=1)=O. Product: [CH3:31][S:28]([C:5]1[N:4]=[CH:3][C:2]([N:13]2[C:12]([C:47]3[CH:52]=[CH:51][CH:50]=[CH:49][CH:48]=3)=[CH:11][C:16]([C:75]([F:88])([F:87])[F:74])=[N:15]2)=[CH:7][N:6]=1)(=[O:29])=[O:30]. The catalyst class is: 8. (7) Reactant: [CH2:1]([NH:3][C:4](=[O:40])[O:5][C@:6]1([C@:30]2([CH3:31])[C@H:16]([C@H:17]3[C@:27]([F:37])([C@@H:28]([O:32][Si](C)(C)C)[CH2:29]2)[C@:25]2([CH3:26])[C:20](=[CH:21][C:22](=[O:38])[CH:23]=[CH:24]2)[CH2:19][CH2:18]3)[CH2:15][C@@H:14]1[CH3:39])[C:7](=[O:13])[CH2:8][O:9][C:10](=[O:12])[CH3:11])[CH3:2].B(F)(F)F.CCOCC.CCCCCC.C(OCC)(=O)C.ClCCl.CO. Product: [CH2:1]([NH:3][C:4](=[O:40])[O:5][C@:6]1([C@:30]2([CH3:31])[C@H:16]([C@H:17]3[C@:27]([F:37])([C@@H:28]([OH:32])[CH2:29]2)[C@:25]2([CH3:26])[C:20](=[CH:21][C:22](=[O:38])[CH:23]=[CH:24]2)[CH2:19][CH2:18]3)[CH2:15][C@@H:14]1[CH3:39])[C:7](=[O:13])[CH2:8][O:9][C:10](=[O:12])[CH3:11])[CH3:2]. The catalyst class is: 10. (8) Product: [Cl:1][C:2]1[C:3]([C:27]2[C:35]3[C:30](=[CH:31][CH:32]=[CH:33][CH:34]=3)[N:29]([CH3:36])[CH:28]=2)=[N:4][C:5]([NH:8][C:9]2[CH:14]=[C:13]([NH2:15])[C:12]([N:18]3[CH2:19][CH2:20][N:21]([CH3:24])[CH2:22][CH2:23]3)=[CH:11][C:10]=2[O:25][CH3:26])=[N:6][CH:7]=1. Reactant: [Cl:1][C:2]1[C:3]([C:27]2[C:35]3[C:30](=[CH:31][CH:32]=[CH:33][CH:34]=3)[N:29]([CH3:36])[CH:28]=2)=[N:4][C:5]([NH:8][C:9]2[CH:14]=[C:13]([N+:15]([O-])=O)[C:12]([N:18]3[CH2:23][CH2:22][N:21]([CH3:24])[CH2:20][CH2:19]3)=[CH:11][C:10]=2[O:25][CH3:26])=[N:6][CH:7]=1.[NH4+].[Cl-]. The catalyst class is: 190.